From a dataset of Catalyst prediction with 721,799 reactions and 888 catalyst types from USPTO. Predict which catalyst facilitates the given reaction. Product: [Cl:33][C:21]1[CH:22]=[C:23]([C:26]2[CH:27]=[CH:28][C:29]([F:32])=[CH:30][CH:31]=2)[CH:24]=[CH:25][C:20]=1[C:17]1[N:13]2[CH2:14][CH2:15][S:16][C:10]([CH2:9][OH:8])([CH3:34])[CH2:11][C:12]2=[N:19][N:18]=1. The catalyst class is: 5. Reactant: [Si]([O:8][CH2:9][C:10]1([CH3:34])[S:16][CH2:15][CH2:14][N:13]2[C:17]([C:20]3[CH:25]=[CH:24][C:23]([C:26]4[CH:31]=[CH:30][C:29]([F:32])=[CH:28][CH:27]=4)=[CH:22][C:21]=3[Cl:33])=[N:18][N:19]=[C:12]2[CH2:11]1)(C(C)(C)C)(C)C.Cl.O1CCOCC1.C(=O)([O-])O.[Na+].